Dataset: TCR-epitope binding with 47,182 pairs between 192 epitopes and 23,139 TCRs. Task: Binary Classification. Given a T-cell receptor sequence (or CDR3 region) and an epitope sequence, predict whether binding occurs between them. (1) The epitope is YVLDHLIVV. The TCR CDR3 sequence is CASSSGNTEAFF. Result: 1 (the TCR binds to the epitope). (2) The epitope is SLVKPSFYV. The TCR CDR3 sequence is CATSDSDNPYEQYF. Result: 0 (the TCR does not bind to the epitope). (3) The epitope is PKYVKQNTLKLAT. The TCR CDR3 sequence is CASSLGLGATQYF. Result: 1 (the TCR binds to the epitope). (4) The TCR CDR3 sequence is CASSPGTGELFF. The epitope is LPPIVAKEI. Result: 0 (the TCR does not bind to the epitope). (5) The epitope is RLRPGGKKK. The TCR CDR3 sequence is CATSDGLAGGYNEQFF. Result: 0 (the TCR does not bind to the epitope). (6) The epitope is HTTDPSFLGRY. The TCR CDR3 sequence is CSVEPIREPYGYTF. Result: 1 (the TCR binds to the epitope).